From a dataset of Full USPTO retrosynthesis dataset with 1.9M reactions from patents (1976-2016). Predict the reactants needed to synthesize the given product. (1) Given the product [C:9]([N:20]1[CH2:21][CH2:22][CH:17]([O:16][CH3:24])[CH2:18][CH2:19]1)([O:11][C:12]([CH3:13])([CH3:14])[CH3:15])=[O:10], predict the reactants needed to synthesize it. The reactants are: [C:9](O[C:9]([O:11][C:12]([CH3:15])([CH3:14])[CH3:13])=[O:10])([O:11][C:12]([CH3:15])([CH3:14])[CH3:13])=[O:10].[OH:16][CH:17]1[CH2:22][CH2:21][NH:20][CH2:19][CH2:18]1.O1CCC[CH2:24]1. (2) Given the product [C:32]([C:31]([CH3:35])([CH3:34])[C:28]1[CH:29]=[CH:30][C:25]([N:15]2[CH2:16][CH2:17][C:12]3[C:11]([C:19]([O:21][CH2:22][CH3:23])=[O:20])=[N:10][N:9]([C:6]4[CH:7]=[CH:8][C:3]([O:2][CH3:1])=[CH:4][CH:5]=4)[C:13]=3[C:14]2=[O:18])=[CH:26][CH:27]=1)#[N:33], predict the reactants needed to synthesize it. The reactants are: [CH3:1][O:2][C:3]1[CH:8]=[CH:7][C:6]([N:9]2[C:13]3[C:14](=[O:18])[NH:15][CH2:16][CH2:17][C:12]=3[C:11]([C:19]([O:21][CH2:22][CH3:23])=[O:20])=[N:10]2)=[CH:5][CH:4]=1.I[C:25]1[CH:30]=[CH:29][C:28]([C:31]([CH3:35])([CH3:34])[C:32]#[N:33])=[CH:27][CH:26]=1.C([O-])([O-])=O.[K+].[K+]. (3) Given the product [Cl:1][C:2]1[N:10]=[C:9]2[C:5]([N:6]=[C:7]([CH2:12][CH2:13][N:27]3[CH2:28][CH2:29][N:24]([CH:21]([CH3:23])[CH3:22])[C:25](=[O:30])[CH2:26]3)[N:8]2[CH3:11])=[C:4]([N:15]2[CH2:20][CH2:19][O:18][CH2:17][CH2:16]2)[N:3]=1, predict the reactants needed to synthesize it. The reactants are: [Cl:1][C:2]1[N:10]=[C:9]2[C:5]([N:6]=[C:7]([CH2:12][CH:13]=O)[N:8]2[CH3:11])=[C:4]([N:15]2[CH2:20][CH2:19][O:18][CH2:17][CH2:16]2)[N:3]=1.[CH:21]([N:24]1[CH2:29][CH2:28][NH:27][CH2:26][C:25]1=[O:30])([CH3:23])[CH3:22].C(O[BH-](OC(=O)C)OC(=O)C)(=O)C.[Na+]. (4) Given the product [C:13]([O:21][CH2:22][C:23]1[CH:24]=[CH:25][CH:26]=[CH:27][CH:28]=1)(=[O:20])[CH2:14][CH2:15][CH3:16], predict the reactants needed to synthesize it. The reactants are: COC1C=C(OC)C=C(OC)C=1.[C:13]([O:21][CH2:22][C:23]1[CH:28]=[CH:27][CH:26]=[CH:25][CH:24]=1)(=[O:20])[C:14]1C=CC=[CH:16][CH:15]=1. (5) Given the product [F:36][C:33]1[CH:34]=[CH:35][C:30]([CH2:29][C:28]2[C:23]([N:5]3[CH2:6][C:7]4[CH:12]=[C:11]([C:7]5[CH:12]=[CH:11][C:10]([C:38]([O:48][CH3:47])=[O:41])=[CH:9][CH:8]=5)[CH:10]=[CH:9][C:8]=4[O:2][CH2:3][CH2:4]3)=[N:24][CH:25]=[N:26][C:27]=2[CH3:37])=[CH:31][CH:32]=1, predict the reactants needed to synthesize it. The reactants are: Cl.[O:2]1[C:8]2[CH:9]=[CH:10][C:11](OC(=O)C3C=CC=CC=3)=[CH:12][C:7]=2[CH2:6][NH:5][CH2:4][CH2:3]1.Cl[C:23]1[C:28]([CH2:29][C:30]2[CH:35]=[CH:34][C:33]([F:36])=[CH:32][CH:31]=2)=[C:27]([CH3:37])[N:26]=[CH:25][N:24]=1.[C:38](=[O:41])([O-])[O-].[K+].[K+].CN([CH:47]=[O:48])C. (6) The reactants are: [I:1][C:2]1[CH:3]=[C:4]2[C:15]([C:16]([NH:18][CH3:19])=[O:17])=[C:14]([C:20]3[CH:25]=[CH:24][C:23]([CH3:26])=[CH:22][CH:21]=3)[O:13][C:5]2=[N:6][C:7]=1[NH:8][S:9]([CH3:12])(=[O:11])=[O:10].[CH2:27]([C@H:34]1[CH2:38][O:37][C:36](=[O:39])[N:35]1[C:40](=[O:47])[C@@H:41]([CH3:46])[CH2:42][CH2:43][CH2:44]Br)[C:28]1[CH:33]=[CH:32][CH:31]=[CH:30][CH:29]=1.C(=O)([O-])[O-].[Cs+].[Cs+].[Na+].[I-].Cl. Given the product [CH2:27]([C@H:34]1[CH2:38][O:37][C:36](=[O:39])[N:35]1[C:40](=[O:47])[C@@H:41]([CH3:46])[CH2:42][CH2:43][CH2:44][N:8]([C:7]1[N:6]=[C:5]2[O:13][C:14]([C:20]3[CH:21]=[CH:22][C:23]([CH3:26])=[CH:24][CH:25]=3)=[C:15]([C:16]([NH:18][CH3:19])=[O:17])[C:4]2=[CH:3][C:2]=1[I:1])[S:9]([CH3:12])(=[O:10])=[O:11])[C:28]1[CH:29]=[CH:30][CH:31]=[CH:32][CH:33]=1, predict the reactants needed to synthesize it. (7) Given the product [Cl:1][C:2]1[CH:7]=[CH:6][C:5]([C:8]2([CH:13]=[O:18])[CH2:11][CH:10]([OH:12])[CH2:9]2)=[CH:4][CH:3]=1, predict the reactants needed to synthesize it. The reactants are: [Cl:1][C:2]1[CH:7]=[CH:6][C:5]([C:8]2([C:13]#N)[CH2:11][CH:10]([OH:12])[CH2:9]2)=[CH:4][CH:3]=1.C1C[O:18]CC1. (8) Given the product [C:4]([C:6]([CH3:33])([CH2:17][CH2:18][C:19]1[CH:24]=[CH:23][C:22]([CH2:25][CH2:26][CH2:27][CH2:28][CH2:29][CH2:30][CH2:31][CH3:32])=[CH:21][CH:20]=1)[CH2:7][CH2:8][P:9](=[O:16])([O:13][CH2:14][CH3:15])[O:10][CH2:11][CH3:12])([OH:5])=[O:3], predict the reactants needed to synthesize it. The reactants are: C([O:3][C:4]([C:6]([CH3:33])([CH2:17][CH2:18][C:19]1[CH:24]=[CH:23][C:22]([CH2:25][CH2:26][CH2:27][CH2:28][CH2:29][CH2:30][CH2:31][CH3:32])=[CH:21][CH:20]=1)[CH2:7][CH2:8][P:9](=[O:16])([O:13][CH2:14][CH3:15])[O:10][CH2:11][CH3:12])=[O:5])C.[OH-].[Na+].O1CCCC1. (9) Given the product [Cl:2][C:3]1[CH:8]=[CH:7][C:6]([N:9]2[C:14](=[O:15])[CH:13]=[C:12]([C:16]([F:19])([F:17])[F:18])[N:11]([CH3:20])[C:10]2=[O:21])=[CH:5][C:4]=1[CH:22]=[O:23], predict the reactants needed to synthesize it. The reactants are: O.[Cl:2][C:3]1[CH:8]=[CH:7][C:6]([N:9]2[C:14](=[O:15])[CH:13]=[C:12]([C:16]([F:19])([F:18])[F:17])[N:11]([CH3:20])[C:10]2=[O:21])=[CH:5][C:4]=1[CH:22]1OCC[O:23]1. (10) Given the product [Cl:1][C:2]1[N:7]=[N:6][C:5]([N:8]([CH3:9])[C:21](=[O:23])[C:20]2[CH:24]=[C:25]([C:27]([F:30])([F:29])[F:28])[CH:26]=[C:18]([C:17]([F:16])([F:32])[F:31])[CH:19]=2)=[C:4]([C:10]2[CH:11]=[CH:12][CH:13]=[CH:14][CH:15]=2)[CH:3]=1, predict the reactants needed to synthesize it. The reactants are: [Cl:1][C:2]1[N:7]=[N:6][C:5]([NH:8][CH3:9])=[C:4]([C:10]2[CH:15]=[CH:14][CH:13]=[CH:12][CH:11]=2)[CH:3]=1.[F:16][C:17]([F:32])([F:31])[C:18]1[CH:19]=[C:20]([CH:24]=[C:25]([C:27]([F:30])([F:29])[F:28])[CH:26]=1)[C:21]([OH:23])=O.